Binary Classification. Given a drug SMILES string, predict its activity (active/inactive) in a high-throughput screening assay against a specified biological target. From a dataset of SARS-CoV-2 main protease (3CLPro) crystallographic fragment screen with 879 compounds. (1) The compound is CC(=O)N[C@H](C(=O)NCC#CBr)[C@H](C)O. The result is 1 (active). (2) The molecule is Brc1cnoc1. The result is 0 (inactive). (3) The drug is O=C(CCl)N1CCN(C(=O)c2cccs2)CC1. The result is 1 (active). (4) The molecule is CC(=O)N1CCCNCC1. The result is 0 (inactive). (5) The drug is CCn1cc(CNC(=O)c2cccnc2)cn1. The result is 0 (inactive).